From a dataset of Catalyst prediction with 721,799 reactions and 888 catalyst types from USPTO. Predict which catalyst facilitates the given reaction. (1) Reactant: [CH3:1][O:2][C:3]1[CH:4]=[C:5]2[C:14](=[CH:15][CH:16]=1)[C:13](=[O:17])[CH2:12][CH:11]1[CH:6]2[CH2:7][C:8]([CH3:19])([CH3:18])[CH2:9][CH2:10]1.Br[C:21]1[CH:26]=[CH:25][CH:24]=[CH:23][C:22]=1[O:27][CH3:28].N#N.CC(C)([O-])C.[Na+]. Product: [CH3:1][O:2][C:3]1[CH:4]=[C:5]2[C:14](=[CH:15][CH:16]=1)[C:13](=[O:17])[CH:12]([C:25]1[CH:24]=[CH:23][C:22]([O:27][CH3:28])=[CH:21][CH:26]=1)[CH:11]1[CH:6]2[CH2:7][C:8]([CH3:19])([CH3:18])[CH2:9][CH2:10]1. The catalyst class is: 12. (2) Reactant: [C:1]([C:5]1[CH:10]=[CH:9][C:8](/[C:11](/[C:15]2[CH:20]=[CH:19][C:18]([I:21])=[CH:17][CH:16]=2)=[CH:12]/[CH2:13][OH:14])=[CH:7][CH:6]=1)([CH3:4])([CH3:3])[CH3:2].[CH3:22][C:23]1[CH:33]=[C:32](OC/C=C(/C2C=CC(C#CCN3CCOCC3)=CC=2)\C2C=CC=CC=2)[CH:31]=[CH:30][C:24]=1[O:25][CH2:26][C:27]([OH:29])=[O:28].[C:59]1(P(C2C=CC=CC=2)C2C=CC=CC=2)C=CC=CC=1.N(C(OC(C)C)=O)=NC(OC(C)C)=O. Product: [C:1]([C:5]1[CH:10]=[CH:9][C:8](/[C:11](/[C:15]2[CH:20]=[CH:19][C:18]([I:21])=[CH:17][CH:16]=2)=[CH:12]/[CH2:13][O:14][C:32]2[CH:31]=[CH:30][C:24]([O:25][CH2:26][C:27]([O:29][CH3:59])=[O:28])=[C:23]([CH3:22])[CH:33]=2)=[CH:7][CH:6]=1)([CH3:4])([CH3:2])[CH3:3]. The catalyst class is: 359. (3) The catalyst class is: 52. Reactant: [N:1]1[CH:2]=[CH:3][N:4]2[C:9]=1[CH:8]=[CH:7][C:6]([C:10]1[CH:11]=[C:12]([C:16](=[O:22])[CH2:17][CH2:18][CH:19]([CH3:21])[CH3:20])[CH:13]=[CH:14][CH:15]=1)=[N:5]2.[Br:23]Br. Product: [Br:23][C:3]1[N:4]2[N:5]=[C:6]([C:10]3[CH:11]=[C:12]([C:16](=[O:22])[CH2:17][CH2:18][CH:19]([CH3:20])[CH3:21])[CH:13]=[CH:14][CH:15]=3)[CH:7]=[CH:8][C:9]2=[N:1][CH:2]=1. (4) Reactant: [C:1]([CH2:3][NH:4][C:5]([NH:7][CH2:8][CH3:9])=[O:6])#[N:2].CC(C)([O-])C.[K+].[F:16][C:17]([F:41])([F:40])[C:18]1[CH:35]=[C:34]([C:36]([F:39])([F:38])[F:37])[CH:33]=[CH:32][C:19]=1[CH2:20][O:21][C:22]1[CH:29]=[CH:28][C:25]([CH:26]=O)=[CH:24][C:23]=1[O:30][CH3:31]. Product: [F:16][C:17]([F:40])([F:41])[C:18]1[CH:35]=[C:34]([C:36]([F:39])([F:38])[F:37])[CH:33]=[CH:32][C:19]=1[CH2:20][O:21][C:22]1[CH:29]=[CH:28][C:25](/[CH:26]=[C:3]2\[NH:4][C:5](=[O:6])[N:7]([CH2:8][CH3:9])[C:1]\2=[NH:2])=[CH:24][C:23]=1[O:30][CH3:31]. The catalyst class is: 8. (5) Reactant: [NH2:1][C:2]1[CH:3]=[C:4]([CH:7]=[CH:8][CH:9]=1)[CH2:5][OH:6].C(=O)([O-])[O-].[Na+].[Na+].Cl[C:17]([O:19][CH2:20][CH2:21][CH2:22][Cl:23])=[O:18].O. The catalyst class is: 21. Product: [OH:6][CH2:5][C:4]1[CH:3]=[C:2]([NH:1][C:17](=[O:18])[O:19][CH2:20][CH2:21][CH2:22][Cl:23])[CH:9]=[CH:8][CH:7]=1. (6) Reactant: N1(C2CCCCCCCCCC2)CCCN=CCCCCC1.[S:23]1[CH:27]=[CH:26][CH:25]=[C:24]1[C:28]1[CH:29]=[N:30][N:31]2[CH:36]=[CH:35][C:34](=O)[NH:33][C:32]=12.[C:38]([O:42][C:43](=[O:49])[N:44]([CH2:46][CH2:47][NH2:48])[CH3:45])([CH3:41])([CH3:40])[CH3:39].F[P-](F)(F)(F)(F)F.N1(O[P+](N(C)C)(N(C)C)N(C)C)C2C=CC=CC=2N=N1. Product: [C:38]([O:42][C:43](=[O:49])[N:44]([CH3:45])[CH2:46][CH2:47][NH:48][C:34]1[CH:35]=[CH:36][N:31]2[N:30]=[CH:29][C:28]([C:24]3[S:23][CH:27]=[CH:26][CH:25]=3)=[C:32]2[N:33]=1)([CH3:41])([CH3:40])[CH3:39]. The catalyst class is: 10. (7) Reactant: CC1(C)[O:7][CH2:6][CH:5]([C:8]2[CH:9]=[C:10]([C:14]3[N:23]=[C:22]([NH:24][CH2:25][C:26]4[CH:31]=[CH:30][CH:29]=[CH:28][N:27]=4)[C:21]4[C:16](=[CH:17][CH:18]=[CH:19][C:20]=4[C:32]4[CH:37]=[CH:36][CH:35]=[CH:34][CH:33]=4)[N:15]=3)[CH:11]=[N:12][CH:13]=2)[CH2:4][O:3]1.CC1C=CC(S(O)(=O)=O)=CC=1. Product: [C:32]1([C:20]2[CH:19]=[CH:18][CH:17]=[C:16]3[C:21]=2[C:22]([NH:24][CH2:25][C:26]2[CH:31]=[CH:30][CH:29]=[CH:28][N:27]=2)=[N:23][C:14]([C:10]2[CH:9]=[C:8]([CH:5]([CH2:4][OH:3])[CH2:6][OH:7])[CH:13]=[N:12][CH:11]=2)=[N:15]3)[CH:37]=[CH:36][CH:35]=[CH:34][CH:33]=1. The catalyst class is: 5. (8) Reactant: [CH3:1][CH:2]1[CH2:6][S:5][CH2:4][CH:3]1[CH2:7][N:8]1[C:16](=[O:17])[C:15]2[C:10](=[CH:11][CH:12]=[CH:13][CH:14]=2)[C:9]1=[O:18].C1C(=O)N([Br:26])C(=O)C1.CC(N=NC(C#N)(C)C)(C#N)C. Product: [Br:26][CH2:1][C:2]1[C:3]([CH2:7][N:8]2[C:16](=[O:17])[C:15]3[C:10](=[CH:11][CH:12]=[CH:13][CH:14]=3)[C:9]2=[O:18])=[CH:4][S:5][CH:6]=1. The catalyst class is: 53.